This data is from Catalyst prediction with 721,799 reactions and 888 catalyst types from USPTO. The task is: Predict which catalyst facilitates the given reaction. Reactant: [F:1][C:2]1[CH:23]=[CH:22][CH:21]=[C:20]([F:24])[C:3]=1[CH2:4][O:5][C:6]1[C:7]2[N:8]([C:13]([C:17]([OH:19])=O)=[C:14]([CH3:16])[N:15]=2)[CH:9]=[C:10]([CH3:12])[CH:11]=1.CN(C(ON1N=NC2C=CC=NC1=2)=[N+](C)C)C.F[P-](F)(F)(F)(F)F.C(N(CC)C(C)C)(C)C.[F:58][C:59]1[CH:64]=[CH:63][C:62]([CH2:65][C:66]([CH3:70])([NH2:69])[CH2:67][NH2:68])=[CH:61][CH:60]=1.C(#N)C.C(O)(C(F)(F)F)=O. Product: [NH2:69][C:66]([CH3:70])([CH2:65][C:62]1[CH:61]=[CH:60][C:59]([F:58])=[CH:64][CH:63]=1)[CH2:67][NH:68][C:17]([C:13]1[N:8]2[CH:9]=[C:10]([CH3:12])[CH:11]=[C:6]([O:5][CH2:4][C:3]3[C:20]([F:24])=[CH:21][CH:22]=[CH:23][C:2]=3[F:1])[C:7]2=[N:15][C:14]=1[CH3:16])=[O:19]. The catalyst class is: 3.